This data is from Reaction yield outcomes from USPTO patents with 853,638 reactions. The task is: Predict the reaction yield, written as a fraction of the theoretical maximum amount of product (1.0 means a 100% yield; for example, 0.34 means a 34% yield). The reactants are [CH:1]([C:3]1[CH:4]=[C:5]2[C:10](=[CH:11][CH:12]=1)[C:9](=[O:13])[NH:8][N:7]=[CH:6]2)=[CH2:2].C([O-])([O-])=O.[Cs+].[Cs+].Br[CH2:21][C:22]([O:24][CH2:25][CH3:26])=[O:23]. The catalyst is CN(C=O)C. The product is [O:13]=[C:9]1[C:10]2[C:5](=[CH:4][C:3]([CH:1]=[CH2:2])=[CH:12][CH:11]=2)[CH:6]=[N:7][N:8]1[CH2:21][C:22]([O:24][CH2:25][CH3:26])=[O:23]. The yield is 0.450.